This data is from Forward reaction prediction with 1.9M reactions from USPTO patents (1976-2016). The task is: Predict the product of the given reaction. (1) Given the reactants [C:1]([O:9][C@H:10]([C:12]1[CH:20]=[CH:19][CH:18]=[C:17]2[C:13]=1[C:14]([F:30])([F:29])[C:15](=[O:28])[N:16]2C(OC(C)(C)C)=O)[CH3:11])(=[O:8])[C:2]1[CH:7]=[CH:6][CH:5]=[CH:4][CH:3]=1.FC(F)(F)C(O)=O, predict the reaction product. The product is: [C:1]([O:9][C@H:10]([C:12]1[CH:20]=[CH:19][CH:18]=[C:17]2[C:13]=1[C:14]([F:30])([F:29])[C:15](=[O:28])[NH:16]2)[CH3:11])(=[O:8])[C:2]1[CH:3]=[CH:4][CH:5]=[CH:6][CH:7]=1. (2) Given the reactants [N:1]1[CH:2]=[CH:3][N:4]2[CH:9]=[CH:8][CH:7]=[N:6][C:5]=12, predict the reaction product. The product is: [N:1]1[CH:2]=[CH:3][N:4]2[CH2:9][CH2:8][CH2:7][NH:6][C:5]=12. (3) The product is: [Cl:30][C:31]1[CH:36]=[C:35]([C:37]([F:40])([F:39])[F:38])[CH:34]=[CH:33][C:32]=1/[CH:44]=[CH:43]/[C:42]([O:46][CH2:47][CH3:48])=[O:45]. Given the reactants C1(C)C=CC=CC=1P(C1C=CC=CC=1C)C1C=CC=CC=1C.C(N(CC)CC)C.[Cl:30][C:31]1[CH:36]=[C:35]([C:37]([F:40])([F:39])[F:38])[CH:34]=[CH:33][C:32]=1I.[C:42]([O:46][CH2:47][CH3:48])(=[O:45])[CH:43]=[CH2:44], predict the reaction product. (4) Given the reactants [Br:1]Br.[NH2:3][C:4]1[C:9]([CH:10]=[O:11])=[CH:8][CH:7]=[CH:6][N:5]=1, predict the reaction product. The product is: [BrH:1].[NH2:3][C:4]1[C:9]([CH:10]=[O:11])=[CH:8][C:7]([Br:1])=[CH:6][N:5]=1. (5) The product is: [O:1]1[C:6]2[CH:7]=[CH:8][CH:9]=[CH:10][C:5]=2[N:4]([C:11]2[C:19]3[O:18][CH2:17][C@@H:16]([NH:20][C:21]4[CH:34]=[CH:33][C:24]5[C@H:25]([CH2:28][C:29]([OH:31])=[O:30])[CH2:26][O:27][C:23]=5[CH:22]=4)[C:15]=3[CH:14]=[CH:13][CH:12]=2)[CH2:3][CH2:2]1. Given the reactants [O:1]1[C:6]2[CH:7]=[CH:8][CH:9]=[CH:10][C:5]=2[N:4]([C:11]2[C:19]3[O:18][CH2:17][C@@H:16]([N:20](C(=O)C(F)(F)F)[C:21]4[CH:34]=[CH:33][C:24]5[C@H:25]([CH2:28][C:29]([O:31]C)=[O:30])[CH2:26][O:27][C:23]=5[CH:22]=4)[C:15]=3[CH:14]=[CH:13][CH:12]=2)[CH2:3][CH2:2]1.[OH-].[Na+].Cl, predict the reaction product. (6) Given the reactants [N:1]1[CH:6]=[CH:5][CH:4]=[C:3]([N:7]2[CH2:15][CH2:14][C:9]3([NH:13][CH2:12][CH2:11][CH2:10]3)[CH2:8]2)[CH:2]=1.[C:16](=O)(O)[O-].[Na+], predict the reaction product. The product is: [CH3:16][N:13]1[C:9]2([CH2:14][CH2:15][N:7]([C:3]3[CH:2]=[N:1][CH:6]=[CH:5][CH:4]=3)[CH2:8]2)[CH2:10][CH2:11][CH2:12]1. (7) Given the reactants [NH2:1][CH2:2][CH2:3][NH:4][C:5]([O:7][C:8]([CH3:11])([CH3:10])[CH3:9])=[O:6].C(N(CC)CC)C.[CH3:19][S:20](Cl)(=[O:22])=[O:21], predict the reaction product. The product is: [CH3:19][S:20]([NH:1][CH2:2][CH2:3][NH:4][C:5]([O:7][C:8]([CH3:11])([CH3:10])[CH3:9])=[O:6])(=[O:22])=[O:21]. (8) The product is: [ClH:8].[N:9]1([C:6]2[CH:5]=[CH:4][N:3]=[C:2]([NH2:1])[N:7]=2)[C:17]2[C:12](=[CH:13][CH:14]=[CH:15][CH:16]=2)[CH2:11][CH2:10]1. Given the reactants [NH2:1][C:2]1[N:7]=[C:6]([Cl:8])[CH:5]=[CH:4][N:3]=1.[NH:9]1[C:17]2[C:12](=[CH:13][CH:14]=[CH:15][CH:16]=2)[CH2:11][CH2:10]1, predict the reaction product. (9) Given the reactants [F:1][C:2]1[CH:10]=[CH:9][CH:8]=[C:7]2[C:3]=1[CH:4]=[CH:5][NH:6]2.[H-].[Na+].Br[CH:14]([CH3:18])[C:15]([OH:17])=[O:16].O, predict the reaction product. The product is: [F:1][C:2]1[CH:10]=[CH:9][CH:8]=[C:7]2[C:3]=1[CH:4]=[CH:5][N:6]2[C@H:14]([CH3:18])[C:15]([OH:17])=[O:16].